Dataset: Reaction yield outcomes from USPTO patents with 853,638 reactions. Task: Predict the reaction yield, written as a fraction of the theoretical maximum amount of product (1.0 means a 100% yield; for example, 0.34 means a 34% yield). The reactants are [NH2:1][C:2]1[C:3]([C:7](=[N:17][OH:18])[NH:8][C:9]2[CH:14]=[CH:13][C:12]([F:15])=[C:11]([Cl:16])[CH:10]=2)=[N:4][O:5][N:6]=1.C(N(CC)C(C)C)(C)C.[C:28](Cl)(=[O:31])[CH2:29][CH3:30]. The catalyst is ClCCl. The product is [NH2:1][C:2]1[C:3]([C:7](=[N:17][O:18][C:28](=[O:31])[CH2:29][CH3:30])[NH:8][C:9]2[CH:14]=[CH:13][C:12]([F:15])=[C:11]([Cl:16])[CH:10]=2)=[N:4][O:5][N:6]=1. The yield is 0.470.